The task is: Binary Classification. Given a T-cell receptor sequence (or CDR3 region) and an epitope sequence, predict whether binding occurs between them.. This data is from TCR-epitope binding with 47,182 pairs between 192 epitopes and 23,139 TCRs. The epitope is TTLPVNVAF. The TCR CDR3 sequence is CAILPVFRNNEQFF. Result: 0 (the TCR does not bind to the epitope).